Task: Predict the product of the given reaction.. Dataset: Forward reaction prediction with 1.9M reactions from USPTO patents (1976-2016) Given the reactants [Cl:1][C:2]1[CH:3]=[C:4]([NH:9][C:10]2[N:15]=[C:14]([NH:16][CH2:17][CH2:18][CH2:19][N:20]([CH3:22])[CH3:21])[C:13]([C:23]3[CH:24]=[N:25][CH:26]=[C:27]([CH:30]=3)[C:28]#[N:29])=[CH:12][N:11]=2)[CH:5]=[CH:6][C:7]=1[F:8].[NH2:31][OH:32], predict the reaction product. The product is: [Cl:1][C:2]1[CH:3]=[C:4]([NH:9][C:10]2[N:15]=[C:14]([NH:16][CH2:17][CH2:18][CH2:19][N:20]([CH3:22])[CH3:21])[C:13]([C:23]3[CH:24]=[N:25][CH:26]=[C:27]([CH:30]=3)/[C:28](=[N:31]/[OH:32])/[NH2:29])=[CH:12][N:11]=2)[CH:5]=[CH:6][C:7]=1[F:8].